This data is from Forward reaction prediction with 1.9M reactions from USPTO patents (1976-2016). The task is: Predict the product of the given reaction. (1) Given the reactants F[C:2]1[C:7]([CH:8]2[CH2:13][CH2:12][N:11]([CH3:14])[C:10](=[O:15])[CH2:9]2)=[CH:6][CH:5]=[CH:4][N:3]=1.[S:16]1[C:20]2[CH:21]=[CH:22][CH:23]=[CH:24][C:19]=2[N:18]=[C:17]1[NH:25][C:26]1[CH:31]=[CH:30][C:29]([OH:32])=[CH:28][CH:27]=1.C(=O)([O-])[O-].[Cs+].[Cs+], predict the reaction product. The product is: [S:16]1[C:20]2[CH:21]=[CH:22][CH:23]=[CH:24][C:19]=2[N:18]=[C:17]1[NH:25][C:26]1[CH:31]=[CH:30][C:29]([O:32][C:2]2[C:7]([CH:8]3[CH2:13][CH2:12][N:11]([CH3:14])[C:10](=[O:15])[CH2:9]3)=[CH:6][CH:5]=[CH:4][N:3]=2)=[CH:28][CH:27]=1. (2) Given the reactants P(Cl)(Cl)([Cl:3])=O.FC1C(F)=C(C#CC2C=CC(N)=CC=2)C(F)=C(F)N=1.[O:25]=[C:26]([NH:47][C:48]1[CH:53]=[CH:52][C:51]([C:54]#[C:55][C:56]2[C:61]([F:62])=[C:60]([F:63])[N:59]=[C:58]([F:64])[C:57]=2[F:65])=[CH:50][CH:49]=1)[C@@H:27]([NH:39]C(=O)OC(C)(C)C)[CH2:28][CH2:29][CH2:30][NH:31]C(=O)OC(C)(C)C, predict the reaction product. The product is: [ClH:3].[ClH:3].[NH2:39][C@@H:27]([CH2:28][CH2:29][CH2:30][NH2:31])[C:26]([NH:47][C:48]1[CH:53]=[CH:52][C:51]([C:54]#[C:55][C:56]2[C:61]([F:62])=[C:60]([F:63])[N:59]=[C:58]([F:64])[C:57]=2[F:65])=[CH:50][CH:49]=1)=[O:25]. (3) Given the reactants [NH:1]1[C:9]2[C:4](=[CH:5][CH:6]=[CH:7][CH:8]=2)[CH2:3][C:2]1=[O:10].C([Li])CCC.CN(C)CCN(C)C.[Br:24][C:25]1[CH:30]=[CH:29][C:28]([CH2:31]Br)=[C:27]([CH2:33]Br)[CH:26]=1, predict the reaction product. The product is: [Br:24][C:25]1[CH:26]=[C:27]2[C:28](=[CH:29][CH:30]=1)[CH2:31][C:3]1([C:4]3[C:9](=[CH:8][CH:7]=[CH:6][CH:5]=3)[NH:1][C:2]1=[O:10])[CH2:33]2. (4) Given the reactants Br[C:2]1[CH:3]=[N:4][N:5]([CH3:17])[C:6]=1[C:7]1[CH:8]=[C:9]([C:13]([O:15][CH3:16])=[O:14])[O:10][C:11]=1[CH3:12].[CH3:18]B1OB(C)OB(C)O1, predict the reaction product. The product is: [CH3:17][N:5]1[C:6]([C:7]2[CH:8]=[C:9]([C:13]([O:15][CH3:16])=[O:14])[O:10][C:11]=2[CH3:12])=[C:2]([CH3:18])[CH:3]=[N:4]1. (5) Given the reactants [C:1]1([C:11]([N:13]2[CH2:18][CH2:17][NH:16][CH2:15][CH2:14]2)=[O:12])[C:10]2[C:5](=[CH:6][CH:7]=[CH:8][CH:9]=2)[CH:4]=[CH:3][CH:2]=1.Br[C:20]1[CH:25]=[CH:24][C:23]([OH:26])=[C:22]([Cl:27])[CH:21]=1.C[Si]([N-][Si](C)(C)C)(C)C.[Li+], predict the reaction product. The product is: [Cl:27][C:22]1[CH:21]=[C:20]([N:16]2[CH2:17][CH2:18][N:13]([C:11]([C:1]3[C:10]4[C:5](=[CH:6][CH:7]=[CH:8][CH:9]=4)[CH:4]=[CH:3][CH:2]=3)=[O:12])[CH2:14][CH2:15]2)[CH:25]=[CH:24][C:23]=1[OH:26]. (6) Given the reactants [Cl:1][C:2]1[CH:9]=[CH:8][CH:7]=[C:6]([N:10]=[C:11]([N:13]2[CH2:19][CH2:18][CH2:17][C:16]3[CH:20]=[CH:21][CH:22]=[CH:23][C:15]=3[CH2:14]2)[CH3:12])[C:3]=1[C:4]#[N:5].CN(C)C(=O)C.[OH-].[Na+], predict the reaction product. The product is: [Cl:1][C:2]1[CH:9]=[CH:8][CH:7]=[C:6]2[C:3]=1[C:4]([NH2:5])=[CH:12][C:11]([N:13]1[CH2:19][CH2:18][CH2:17][C:16]3[CH:20]=[CH:21][CH:22]=[CH:23][C:15]=3[CH2:14]1)=[N:10]2. (7) Given the reactants [Cl:1][C:2]1[CH:7]=[CH:6][C:5]([C:8]2[C:17]3[C:12](=[CH:13][CH:14]=[C:15]([C:18]([OH:20])=O)[CH:16]=3)[CH:11]=[N:10][CH:9]=2)=[CH:4][CH:3]=1.F[B-](F)(F)F.N1(OC(N(C)C)=[N+](C)C)C2C=CC=CC=2N=N1.C(N(CC)C(C)C)(C)C.[NH2:52][CH2:53][C:54]1([CH3:60])[NH:58][C:57](=[O:59])[CH2:56][CH2:55]1, predict the reaction product. The product is: [Cl:1][C:2]1[CH:7]=[CH:6][C:5]([C:8]2[C:17]3[C:12](=[CH:13][CH:14]=[C:15]([C:18]([NH:52][CH2:53][C:54]4([CH3:60])[CH2:55][CH2:56][C:57](=[O:59])[NH:58]4)=[O:20])[CH:16]=3)[CH:11]=[N:10][CH:9]=2)=[CH:4][CH:3]=1.